Task: Predict the reaction yield, written as a fraction of the theoretical maximum amount of product (1.0 means a 100% yield; for example, 0.34 means a 34% yield).. Dataset: Reaction yield outcomes from USPTO patents with 853,638 reactions (1) The reactants are [CH2:1]([N:8]1[CH2:13][CH2:12][C:11]([CH3:15])(O)[CH2:10][CH2:9]1)[C:2]1[CH:7]=[CH:6][CH:5]=[CH:4][CH:3]=1.[Al+3].[Cl-].[Cl-].[Cl-].[Cl:20][C:21]1[CH:26]=[CH:25][CH:24]=[CH:23][CH:22]=1. No catalyst specified. The product is [CH2:1]([N:8]1[CH2:13][CH2:12][C:11]([C:22]2[CH:23]=[CH:24][CH:25]=[CH:26][C:21]=2[Cl:20])([CH3:15])[CH2:10][CH2:9]1)[C:2]1[CH:7]=[CH:6][CH:5]=[CH:4][CH:3]=1. The yield is 0.100. (2) The reactants are Cl[C:2]1[CH:7]=[C:6]([C:8](=[O:19])[C:9]([C:11]2[CH:16]=[CH:15][C:14]([O:17][CH3:18])=[CH:13][CH:12]=2)=[O:10])[CH:5]=[CH:4][N:3]=1.[F:20][C:21]1[C:26](B(O)O)=[CH:25][CH:24]=[CH:23][N:22]=1.C(=O)([O-])[O-].[Na+].[Na+].O. The catalyst is COCCOC.C1C=CC([P]([Pd]([P](C2C=CC=CC=2)(C2C=CC=CC=2)C2C=CC=CC=2)([P](C2C=CC=CC=2)(C2C=CC=CC=2)C2C=CC=CC=2)[P](C2C=CC=CC=2)(C2C=CC=CC=2)C2C=CC=CC=2)(C2C=CC=CC=2)C2C=CC=CC=2)=CC=1. The product is [F:20][C:21]1[C:26]([C:2]2[CH:7]=[C:6]([C:8](=[O:19])[C:9]([C:11]3[CH:16]=[CH:15][C:14]([O:17][CH3:18])=[CH:13][CH:12]=3)=[O:10])[CH:5]=[CH:4][N:3]=2)=[CH:25][CH:24]=[CH:23][N:22]=1. The yield is 0.650. (3) The reactants are [CH3:1][C:2]1[CH:6]=[CH:5][NH:4][C:3]=1[C:7]([OH:9])=O.C(Cl)(=O)C(Cl)=O.[NH2:16][C:17]1[C:18]([CH3:23])=[CH:19][CH:20]=[CH:21][CH:22]=1. The catalyst is ClCCl.CN(C=O)C. The product is [CH3:1][C:2]1[CH:6]=[CH:5][NH:4][C:3]=1[C:7]([NH:16][C:17]1[CH:22]=[CH:21][CH:20]=[CH:19][C:18]=1[CH3:23])=[O:9]. The yield is 0.870. (4) The reactants are [F:1][C:2]1[CH:7]=[CH:6][C:5]([NH:8][C:9]([C:11]2([C:14]([NH:16][C:17]3[CH:22]=[CH:21][C:20]([OH:23])=[C:19]([F:24])[CH:18]=3)=[O:15])[CH2:13][CH2:12]2)=[O:10])=[CH:4][CH:3]=1.[CH2:25]([O:32][C:33]1[CH:42]=[C:41]2[C:36]([C:37](OS(C(F)(F)F)(=O)=O)=[CH:38][CH:39]=[N:40]2)=[CH:35][C:34]=1[O:51][CH3:52])[C:26]1[CH:31]=[CH:30][CH:29]=[CH:28][CH:27]=1.N1C(C)=CC=CC=1C. No catalyst specified. The product is [F:1][C:2]1[CH:3]=[CH:4][C:5]([NH:8][C:9]([C:11]2([C:14]([NH:16][C:17]3[CH:22]=[CH:21][C:20]([O:23][C:37]4[C:36]5[C:41](=[CH:42][C:33]([O:32][CH2:25][C:26]6[CH:31]=[CH:30][CH:29]=[CH:28][CH:27]=6)=[C:34]([O:51][CH3:52])[CH:35]=5)[N:40]=[CH:39][CH:38]=4)=[C:19]([F:24])[CH:18]=3)=[O:15])[CH2:13][CH2:12]2)=[O:10])=[CH:6][CH:7]=1. The yield is 0.480. (5) The reactants are [N:1]#[C:2]Br.[Br:4][C:5]1[CH:10]=[CH:9][C:8]([NH:11][C:12]2[C:13]([C:21]([NH:23][NH2:24])=[O:22])=[CH:14][N:15]([CH3:20])[C:16](=[O:19])[C:17]=2[F:18])=[C:7]([F:25])[CH:6]=1.C([O-])(O)=O.[Na+]. The catalyst is O1CCOCC1.O. The product is [NH2:1][C:2]1[O:22][C:21]([C:13]2[C:12]([NH:11][C:8]3[CH:9]=[CH:10][C:5]([Br:4])=[CH:6][C:7]=3[F:25])=[C:17]([F:18])[C:16](=[O:19])[N:15]([CH3:20])[CH:14]=2)=[N:23][N:24]=1. The yield is 0.890.